Dataset: Forward reaction prediction with 1.9M reactions from USPTO patents (1976-2016). Task: Predict the product of the given reaction. (1) Given the reactants Br[C:2]1[CH:7]=[CH:6][C:5]([N:8]2[C:12]([CH3:13])=[CH:11][CH:10]=[C:9]2[C:14]2[CH:19]=[CH:18][C:17]([S:20]([CH3:23])(=[O:22])=[O:21])=[C:16]([F:24])[CH:15]=2)=[CH:4][CH:3]=1.[O:25]1[CH:29]=[CH:28][CH:27]=[C:26]1B(O)O.C([O-])(O)=O.[Na+], predict the reaction product. The product is: [F:24][C:16]1[CH:15]=[C:14]([C:9]2[N:8]([C:5]3[CH:6]=[CH:7][C:2]([C:26]4[O:25][CH:29]=[CH:28][CH:27]=4)=[CH:3][CH:4]=3)[C:12]([CH3:13])=[CH:11][CH:10]=2)[CH:19]=[CH:18][C:17]=1[S:20]([CH3:23])(=[O:22])=[O:21]. (2) Given the reactants [CH3:1][NH2:2].CO.CO.[CH2:7]([O:9][C:10](=[O:26])[CH:11]([N:17]([C:19]([O:21][C:22]([CH3:25])([CH3:24])[CH3:23])=[O:20])[CH3:18])[C:12](OCC)=[O:13])C.O.C(O)(=O)CC(CC(O)=O)(C(O)=O)O, predict the reaction product. The product is: [C:22]([O:21][C:19]([N:17]([CH3:18])[C@H:11]([C:12]([NH:2][CH3:1])=[O:13])[C:10](=[O:26])[O:9][CH3:7])=[O:20])([CH3:25])([CH3:24])[CH3:23]. (3) Given the reactants F[C:2]1[CH:7]=[CH:6][C:5]([N+:8]([O-:10])=[O:9])=[CH:4][C:3]=1[C:11]([F:14])([F:13])[F:12].[CH3:15][N:16]1[CH2:21][CH2:20][NH:19][CH2:18][CH2:17]1, predict the reaction product. The product is: [CH3:15][N:16]1[CH2:21][CH2:20][N:19]([C:2]2[CH:7]=[CH:6][C:5]([N+:8]([O-:10])=[O:9])=[CH:4][C:3]=2[C:11]([F:14])([F:13])[F:12])[CH2:18][CH2:17]1. (4) Given the reactants [Cl:1][C:2]1[C:3]([C:32]2[C:40]3[C:35](=[CH:36][CH:37]=[CH:38][CH:39]=3)[N:34](S(C3C=CC=CC=3)(=O)=O)[C:33]=2[CH3:50])=[N:4][C:5]([NH:8][C@@H:9]2[CH2:14][CH2:13][CH2:12][C@H:11]([NH:15][C:16]([C:18]3[CH:23]=[CH:22][C:21]([NH:24][C:25](=[O:31])[O:26][C:27]([CH3:30])([CH3:29])[CH3:28])=[CH:20][CH:19]=3)=[O:17])[CH2:10]2)=[N:6][CH:7]=1.C([O-])([O-])=O.[K+].[K+].N1CCOCC1, predict the reaction product. The product is: [Cl:1][C:2]1[C:3]([C:32]2[C:40]3[C:35](=[CH:36][CH:37]=[CH:38][CH:39]=3)[NH:34][C:33]=2[CH3:50])=[N:4][C:5]([NH:8][C@@H:9]2[CH2:14][CH2:13][CH2:12][C@H:11]([NH:15][C:16]([C:18]3[CH:19]=[CH:20][C:21]([NH:24][C:25](=[O:31])[O:26][C:27]([CH3:30])([CH3:29])[CH3:28])=[CH:22][CH:23]=3)=[O:17])[CH2:10]2)=[N:6][CH:7]=1. (5) Given the reactants [CH3:1][N:2]([CH3:17])[S:3]([C:6]1[O:10][C:9]2[CH:11]=[CH:12][CH:13]=[C:14]([O:15]C)[C:8]=2[CH:7]=1)(=[O:5])=[O:4].B(Br)(Br)Br, predict the reaction product. The product is: [CH3:1][N:2]([CH3:17])[S:3]([C:6]1[O:10][C:9]2[CH:11]=[CH:12][CH:13]=[C:14]([OH:15])[C:8]=2[CH:7]=1)(=[O:5])=[O:4].